Dataset: Reaction yield outcomes from USPTO patents with 853,638 reactions. Task: Predict the reaction yield, written as a fraction of the theoretical maximum amount of product (1.0 means a 100% yield; for example, 0.34 means a 34% yield). (1) The reactants are [OH:1][C:2]1[CH:3]=[C:4]([C:12]2[C:21]3[C:16](=[CH:17][CH:18]=[CH:19][CH:20]=3)[C:15](=[O:22])[N:14]([CH3:23])[CH:13]=2)[CH:5]=[C:6]([S:8]([CH3:11])(=[O:10])=[O:9])[CH:7]=1.[CH2:24](Br)[C:25]1[CH:30]=[CH:29][CH:28]=[CH:27][CH:26]=1.C([O-])([O-])=O.[Cs+].[Cs+]. The catalyst is CN(C=O)C. The product is [CH3:23][N:14]1[CH:13]=[C:12]([C:4]2[CH:3]=[C:2]([O:1][CH2:24][C:25]3[CH:30]=[CH:29][CH:28]=[CH:27][CH:26]=3)[CH:7]=[C:6]([S:8]([CH3:11])(=[O:10])=[O:9])[CH:5]=2)[C:21]2[C:16](=[CH:17][CH:18]=[CH:19][CH:20]=2)[C:15]1=[O:22]. The yield is 0.380. (2) The reactants are [O:1]1[CH2:6][CH2:5][C:4](=[O:7])[CH2:3][CH2:2]1.[CH3:8]OC(OC)(C)C.[C:15]([N+:19]#[C-])(C)(C)C.O. The catalyst is CO.ClCCl.[Ti](Cl)(Cl)(Cl)Cl.C1(C)C=CC(S(O)(=O)=O)=CC=1. The product is [CH3:8][O:7][C:4]1([C:15]#[N:19])[CH2:5][CH2:6][O:1][CH2:2][CH2:3]1. The yield is 0.670.